This data is from Full USPTO retrosynthesis dataset with 1.9M reactions from patents (1976-2016). The task is: Predict the reactants needed to synthesize the given product. (1) Given the product [ClH:23].[ClH:23].[ClH:23].[ClH:23].[NH2:1][C:4]1[CH:22]=[CH:21][C:7]2[NH:8][C:9]([CH2:11][N:12]3[CH2:17][CH2:16][N:15]([CH2:18][CH2:19][OH:20])[CH2:14][CH2:13]3)=[N:10][C:6]=2[CH:5]=1, predict the reactants needed to synthesize it. The reactants are: [N+:1]([C:4]1[CH:22]=[CH:21][C:7]2[NH:8][C:9]([CH2:11][N:12]3[CH2:17][CH2:16][N:15]([CH2:18][CH2:19][OH:20])[CH2:14][CH2:13]3)=[N:10][C:6]=2[CH:5]=1)([O-])=O.[ClH:23]. (2) Given the product [F:41][C:42]([F:47])([F:46])[C:43]([OH:45])=[O:44].[NH2:1][C:2]1[N:3]=[C:4]([S:29][CH2:30][C:31]2[CH:36]=[CH:35][N:34]=[C:33]([C:37]([NH:38][CH3:39])=[O:40])[CH:32]=2)[C:5]([C:27]#[N:28])=[C:6]([C:10]2[CH:26]=[CH:25][C:13]([O:14][CH2:15][CH2:16][NH2:17])=[CH:12][CH:11]=2)[C:7]=1[C:8]#[N:9], predict the reactants needed to synthesize it. The reactants are: [NH2:1][C:2]1[C:7]([C:8]#[N:9])=[C:6]([C:10]2[CH:26]=[CH:25][C:13]([O:14][CH2:15][CH2:16][NH:17]C(=O)OC(C)(C)C)=[CH:12][CH:11]=2)[C:5]([C:27]#[N:28])=[C:4]([S:29][CH2:30][C:31]2[CH:36]=[CH:35][N:34]=[C:33]([C:37](=[O:40])[NH:38][CH3:39])[CH:32]=2)[N:3]=1.[F:41][C:42]([F:47])([F:46])[C:43]([OH:45])=[O:44].